Dataset: Reaction yield outcomes from USPTO patents with 853,638 reactions. Task: Predict the reaction yield, written as a fraction of the theoretical maximum amount of product (1.0 means a 100% yield; for example, 0.34 means a 34% yield). (1) The reactants are [CH:1]([N:4]1[C:8]([C:9]2[N:18]=[C:17]3[N:11]([CH2:12][CH2:13][O:14][C:15]4[CH:22]=[C:21]([CH:23]5[CH2:26][N:25]([C:27]([CH3:31])([CH3:30])[C:28]#[N:29])[CH2:24]5)[CH:20]=[CH:19][C:16]=43)[CH:10]=2)=[N:7][CH:6]=[N:5]1)([CH3:3])[CH3:2].C([O-])([O-])=[O:33].[Na+].[Na+].O. The catalyst is OS(O)(=O)=O. The product is [CH:1]([N:4]1[C:8]([C:9]2[N:18]=[C:17]3[C:16]4[CH:19]=[CH:20][C:21]([CH:23]5[CH2:24][N:25]([C:27]([CH3:31])([CH3:30])[C:28]([NH2:29])=[O:33])[CH2:26]5)=[CH:22][C:15]=4[O:14][CH2:13][CH2:12][N:11]3[CH:10]=2)=[N:7][CH:6]=[N:5]1)([CH3:3])[CH3:2]. The yield is 0.540. (2) The reactants are Cl[C:2]1[CH:11]=[C:10]2[C:5]([CH:6]=[CH:7][C:8]([C:12]3[CH:17]=[C:16]([CH3:18])[CH:15]=[C:14]([CH3:19])[CH:13]=3)=[N:9]2)=[CH:4][CH:3]=1.[CH:20]([C:23]1[CH:28]=[CH:27][C:26](B(O)O)=[CH:25][CH:24]=1)([CH3:22])[CH3:21].C1(P(C2CCCCC2)C2C=CC=CC=2C2C(OC)=CC=CC=2OC)CCCCC1.[O-]P([O-])([O-])=O.[K+].[K+].[K+]. The catalyst is C1(C)C=CC=CC=1.O.C1C=CC(/C=C/C(/C=C/C2C=CC=CC=2)=O)=CC=1.C1C=CC(/C=C/C(/C=C/C2C=CC=CC=2)=O)=CC=1.C1C=CC(/C=C/C(/C=C/C2C=CC=CC=2)=O)=CC=1.[Pd].[Pd]. The product is [CH3:19][C:14]1[CH:13]=[C:12]([C:8]2[CH:7]=[CH:6][C:5]3[C:10](=[CH:11][C:2]([C:26]4[CH:27]=[CH:28][C:23]([CH:20]([CH3:22])[CH3:21])=[CH:24][CH:25]=4)=[CH:3][CH:4]=3)[N:9]=2)[CH:17]=[C:16]([CH3:18])[CH:15]=1. The yield is 0.450. (3) The reactants are C(OC([NH:8][C@@H:9]([CH3:36])[C:10]([N:12]1[C@H:24]([C:25](OC)=[O:26])[CH2:23][C:22]2[C:21]3[C:16](=[CH:17][C:18]([O:30][CH3:31])=[C:19]([CH3:29])[CH:20]=3)[NH:15][C:14]=2[C@@H:13]1[CH2:32][CH:33]([CH3:35])[CH3:34])=[O:11])=O)(C)(C)C.C([C@H]1C2NC3C=C(OC)C(C)=CC=3C=2C[C@H]2C(=O)N[C@@H](C)C(=O)N12)C(C)C. No catalyst specified. The product is [CH2:32]([C@H:13]1[C:14]2[NH:15][C:16]3[CH:17]=[C:18]([O:30][CH3:31])[C:19]([CH3:29])=[CH:20][C:21]=3[C:22]=2[CH2:23][C@@H:24]2[C:25](=[O:26])[NH:8][C@@H:9]([CH3:36])[C:10](=[O:11])[N:12]12)[CH:33]([CH3:34])[CH3:35]. The yield is 0.252. (4) The reactants are [CH2:1]([O:3][C:4]([C:6]1[C:15](=O)[C:14]2[C:9](=[CH:10][CH:11]=[C:12]([O:17][CH3:18])[N:13]=2)[NH:8][CH:7]=1)=[O:5])[CH3:2].P(Cl)(Cl)([Cl:21])=O. No catalyst specified. The product is [CH2:1]([O:3][C:4]([C:6]1[CH:7]=[N:8][C:9]2[C:14]([C:15]=1[Cl:21])=[N:13][C:12]([O:17][CH3:18])=[CH:11][CH:10]=2)=[O:5])[CH3:2]. The yield is 0.620. (5) The reactants are [CH3:1][C:2]1[CH:7]=[C:6]([N:8]2[CH2:13][CH2:12][O:11][CH2:10][CH2:9]2)[CH:5]=[C:4]([C:14]([F:17])([F:16])[F:15])[C:3]=1[NH2:18].[CH:19]1([CH2:24][C:25](Cl)=[O:26])[CH2:23][CH2:22][CH2:21][CH2:20]1. The catalyst is C(#N)C.C(OCC)(=O)C. The product is [CH:19]1([CH2:24][C:25]([NH:18][C:3]2[C:4]([C:14]([F:17])([F:16])[F:15])=[CH:5][C:6]([N:8]3[CH2:13][CH2:12][O:11][CH2:10][CH2:9]3)=[CH:7][C:2]=2[CH3:1])=[O:26])[CH2:23][CH2:22][CH2:21][CH2:20]1. The yield is 0.520.